From a dataset of Reaction yield outcomes from USPTO patents with 853,638 reactions. Predict the reaction yield, written as a fraction of the theoretical maximum amount of product (1.0 means a 100% yield; for example, 0.34 means a 34% yield). (1) The reactants are [CH2:1]([N:3]([CH2:16][CH3:17])[C:4](=[O:15])[C:5]1[CH:10]=[CH:9][C:8](F)=[C:7]([N+:12]([O-:14])=[O:13])[CH:6]=1)[CH3:2].[CH3:18][N:19]([CH3:23])[CH2:20][CH2:21][NH2:22]. No catalyst specified. The product is [CH3:18][N:19]([CH3:23])[CH2:20][CH2:21][NH:22][C:8]1[CH:9]=[CH:10][C:5]([C:4]([N:3]([CH2:16][CH3:17])[CH2:1][CH3:2])=[O:15])=[CH:6][C:7]=1[N+:12]([O-:14])=[O:13]. The yield is 0.820. (2) The product is [CH2:31]([O:34][C:35]([C:37]1([NH:40][C:15]([C:12]2[N:11]3[C@@:7]([CH2:6][C:5]4[CH:4]=[CH:3][C:2]([Br:1])=[CH:29][CH:28]=4)([CH3:27])[C:8](=[O:26])[N:9]([C:18]4[CH:23]=[C:22]([Cl:24])[CH:21]=[C:20]([Cl:25])[CH:19]=4)[C:10]3=[N:14][CH:13]=2)=[O:16])[CH2:39][CH2:38]1)=[O:36])[CH:32]=[CH2:33]. The yield is 0.930. The catalyst is CN(C=O)C. The reactants are [Br:1][C:2]1[CH:29]=[CH:28][C:5]([CH2:6][C@@:7]2([CH3:27])[N:11]3[C:12]([C:15](O)=[O:16])=[CH:13][N:14]=[C:10]3[N:9]([C:18]3[CH:23]=[C:22]([Cl:24])[CH:21]=[C:20]([Cl:25])[CH:19]=3)[C:8]2=[O:26])=[CH:4][CH:3]=1.Cl.[CH2:31]([O:34][C:35]([C:37]1([NH2:40])[CH2:39][CH2:38]1)=[O:36])[CH:32]=[CH2:33].C(N(C(C)C)CC)(C)C.CN(C(ON1N=NC2C=CC=NC1=2)=[N+](C)C)C.F[P-](F)(F)(F)(F)F. (3) The reactants are Cl[C:2]1[CH:7]=[C:6]([Cl:8])[N:5]=[CH:4][N:3]=1.[O:9]([C:16]1[CH:17]=[C:18]([CH:20]=[CH:21][CH:22]=1)[NH2:19])[C:10]1[CH:15]=[CH:14][CH:13]=[CH:12][CH:11]=1.CCN(C(C)C)C(C)C. The catalyst is C(O)CCC. The product is [Cl:8][C:6]1[N:5]=[CH:4][N:3]=[C:2]([NH:19][C:18]2[CH:20]=[CH:21][CH:22]=[C:16]([O:9][C:10]3[CH:11]=[CH:12][CH:13]=[CH:14][CH:15]=3)[CH:17]=2)[CH:7]=1. The yield is 0.560. (4) The reactants are [CH3:1][O:2][C:3]1[C:12]([O:13][CH2:14][CH2:15][O:16][CH3:17])=[CH:11][C:6]([C:7]([O:9][CH3:10])=[O:8])=[C:5]([N+:18]([O-])=O)[CH:4]=1.[H][H]. The catalyst is CCOC(C)=O.[Pd]. The product is [NH2:18][C:5]1[CH:4]=[C:3]([O:2][CH3:1])[C:12]([O:13][CH2:14][CH2:15][O:16][CH3:17])=[CH:11][C:6]=1[C:7]([O:9][CH3:10])=[O:8]. The yield is 0.930. (5) The reactants are [F:1][C:2]1[CH:7]=[CH:6][C:5]([CH2:8][NH:9][C:10]([C:12]2[CH:17]=[CH:16][CH:15]=[C:14]([C:18]3[C:26]4[C:21](=[CH:22][CH:23]=[C:24]([C:27]5[N:31]=[CH:30][N:29](C(C6C=CC=CC=6)(C6C=CC=CC=6)C6C=CC=CC=6)[N:28]=5)[CH:25]=4)[N:20](C4CCCCO4)[N:19]=3)[CH:13]=2)=[O:11])=[CH:4][CH:3]=1.Cl.C(=O)(O)[O-].[Na+]. The catalyst is O1CCOCC1. The product is [NH:28]1[C:27]([C:24]2[CH:25]=[C:26]3[C:21](=[CH:22][CH:23]=2)[NH:20][N:19]=[C:18]3[C:14]2[CH:13]=[C:12]([C:10]([NH:9][CH2:8][C:5]3[CH:4]=[CH:3][C:2]([F:1])=[CH:7][CH:6]=3)=[O:11])[CH:17]=[CH:16][CH:15]=2)=[N:31][CH:30]=[N:29]1. The yield is 0.310. (6) The reactants are Br[C:2]1[CH:14]=[CH:13][C:5]2[NH:6][C:7](=[O:12])[O:8][C:9]([CH3:11])([CH3:10])[C:4]=2[CH:3]=1.[Li]CCCC.CCCCCC.[B:26](OC(C)C)([O:31]C(C)C)[O:27]C(C)C. The catalyst is C1COCC1. The product is [CH3:10][C:9]1([CH3:11])[C:4]2[CH:3]=[C:2]([B:26]([OH:31])[OH:27])[CH:14]=[CH:13][C:5]=2[NH:6][C:7](=[O:12])[O:8]1. The yield is 0.810. (7) The reactants are [OH:1][C:2]1[CH:11]=[C:10]2[C:5]([C:6]([O:12][C:13]3[C:14]([C:23]([O:25][CH2:26][CH2:27][CH3:28])=[O:24])=[CH:15][C:16]4[C:21]([CH:22]=3)=[CH:20][CH:19]=[CH:18][CH:17]=4)=[CH:7][CH:8]=[N:9]2)=[CH:4][C:3]=1[O:29][CH3:30].Br[CH2:32][CH2:33][Cl:34].C(=O)([O-])[O-].[K+].[K+].O. The catalyst is CN(C)C=O. The product is [Cl:34][CH2:33][CH2:32][O:1][C:2]1[CH:11]=[C:10]2[C:5]([C:6]([O:12][C:13]3[C:14]([C:23]([O:25][CH2:26][CH2:27][CH3:28])=[O:24])=[CH:15][C:16]4[C:21]([CH:22]=3)=[CH:20][CH:19]=[CH:18][CH:17]=4)=[CH:7][CH:8]=[N:9]2)=[CH:4][C:3]=1[O:29][CH3:30]. The yield is 0.910. (8) The reactants are CO[C:3](=[O:24])[C:4]1[CH:9]=[CH:8][C:7]([O:10][CH2:11][C:12]2[C:13]([C:18]3[CH:23]=[CH:22][CH:21]=[CH:20][N:19]=3)=[N:14][O:15][C:16]=2[CH3:17])=[N:6][CH:5]=1.[NH2:25][CH2:26][CH:27]1[CH2:29][CH2:28]1. No catalyst specified. The product is [CH:27]1([CH2:26][NH:25][C:3](=[O:24])[C:4]2[CH:9]=[CH:8][C:7]([O:10][CH2:11][C:12]3[C:13]([C:18]4[CH:23]=[CH:22][CH:21]=[CH:20][N:19]=4)=[N:14][O:15][C:16]=3[CH3:17])=[N:6][CH:5]=2)[CH2:29][CH2:28]1. The yield is 0.850.